Dataset: Forward reaction prediction with 1.9M reactions from USPTO patents (1976-2016). Task: Predict the product of the given reaction. (1) Given the reactants [Br:1][C:2]1[CH:3]=[C:4]2[C:9](=[CH:10][CH:11]=1)[N:8]=[C:7](Cl)[N:6]=[CH:5]2.[NH2:13][C@@H:14]1[CH2:18][CH2:17][CH2:16][C@@H:15]1[NH:19][C:20](=[O:26])[O:21][C:22]([CH3:25])([CH3:24])[CH3:23], predict the reaction product. The product is: [Br:1][C:2]1[CH:3]=[C:4]2[C:9](=[CH:10][CH:11]=1)[N:8]=[C:7]([NH:13][C@@H:14]1[CH2:18][CH2:17][CH2:16][C@@H:15]1[NH:19][C:20](=[O:26])[O:21][C:22]([CH3:24])([CH3:23])[CH3:25])[N:6]=[CH:5]2. (2) Given the reactants F[C:2](F)(F)C([O-])=O.[CH2:8]([NH2+:15][CH:16]1[CH2:21][CH2:20][CH:19]([C@H:22]([CH3:40])[C@H:23]([NH:32][C:33]([O:35][C:36]([CH3:39])([CH3:38])[CH3:37])=[O:34])[C:24]([N:26]2[CH2:30][CH2:29][C@H:28]([F:31])[CH2:27]2)=[O:25])[CH2:18][CH2:17]1)[C:9]1[CH:14]=[CH:13][CH:12]=[CH:11][CH:10]=1.C=O.C(O[BH-](OC(=O)C)OC(=O)C)(=O)C.[Na+], predict the reaction product. The product is: [C:36]([O:35][C:33](=[O:34])[NH:32][C@H:23]([C:24]([N:26]1[CH2:30][CH2:29][C@H:28]([F:31])[CH2:27]1)=[O:25])[C@H:22]([CH:19]1[CH2:20][CH2:21][CH:16]([N:15]([CH2:8][C:9]2[CH:14]=[CH:13][CH:12]=[CH:11][CH:10]=2)[CH3:2])[CH2:17][CH2:18]1)[CH3:40])([CH3:39])([CH3:38])[CH3:37]. (3) Given the reactants [F:1][C:2]([F:12])([F:11])[C:3]1[N:10]=[CH:9][CH:8]=[CH:7][C:4]=1[C:5]#[N:6], predict the reaction product. The product is: [F:12][C:2]([F:1])([F:11])[C:3]1[C:4]([CH2:5][NH2:6])=[CH:7][CH:8]=[CH:9][N:10]=1. (4) The product is: [CH3:21][NH:20][C:17]1[N:18]=[CH:19][C:14]([C:5]2[N:4]=[N:3][C:2]([NH2:1])=[N:7][C:6]=2[C:8]2[CH:9]=[CH:10][CH:11]=[CH:12][CH:13]=2)=[CH:15][CH:16]=1. Given the reactants [NH2:1][C:2]1[N:3]=[N:4][C:5]([C:14]2[CH:15]=[CH:16][C:17]([N:20](C)[C:21](=O)[O-])=[N:18][CH:19]=2)=[C:6]([C:8]2[CH:13]=[CH:12][CH:11]=[CH:10][CH:9]=2)[N:7]=1.FC(F)(F)C(O)=O, predict the reaction product. (5) Given the reactants [OH:1][C@H:2]([CH2:6][C:7]1[CH:12]=[CH:11][CH:10]=[C:9]([CH3:13])[CH:8]=1)[C:3]([OH:5])=[O:4].[CH2:14](Br)[C:15]1[CH:20]=[CH:19][CH:18]=[CH:17][CH:16]=1.C(N(CC)CC)C, predict the reaction product. The product is: [OH:1][C@H:2]([CH2:6][C:7]1[CH:12]=[CH:11][CH:10]=[C:9]([CH3:13])[CH:8]=1)[C:3]([O:5][CH2:14][C:15]1[CH:20]=[CH:19][CH:18]=[CH:17][CH:16]=1)=[O:4]. (6) Given the reactants [NH:1]1[C:10]2[C:5](=[CH:6][CH:7]=[CH:8][CH:9]=2)[CH2:4][CH2:3][CH2:2]1.[CH2:11]1[N:16]([CH2:17][CH2:18][CH2:19][C:20](O)=[O:21])[CH2:15][CH2:14][N:13]2[CH2:23][CH2:24][CH2:25][CH2:26][CH:12]12, predict the reaction product. The product is: [N:1]1([C:20](=[O:21])[CH2:19][CH2:18][CH2:17][N:16]2[CH2:15][CH2:14][N:13]3[CH2:23][CH2:24][CH2:25][CH2:26][CH:12]3[CH2:11]2)[C:10]2[C:5](=[CH:6][CH:7]=[CH:8][CH:9]=2)[CH2:4][CH2:3][CH2:2]1. (7) Given the reactants C(OC(=O)[NH:10][C:11]1[CH:12]=[N:13][C:14]([CH3:18])=[C:15]([F:17])[CH:16]=1)C1C=CC=CC=1, predict the reaction product. The product is: [F:17][C:15]1[CH:16]=[C:11]([NH2:10])[CH:12]=[N:13][C:14]=1[CH3:18]. (8) Given the reactants Br[C:2]1[CH:3]=[N:4][CH:5]=[C:6]([N:8]2[CH2:17][C@H:16]3[N:12]([CH2:13][CH2:14][CH2:15]3)[C:11]3[N:18]=[C:19]([NH:22][CH2:23][CH3:24])[N:20]=[CH:21][C:10]=3[C:9]2=[O:25])[CH:7]=1.C([Sn](CCCC)(CCCC)[C:31]1[O:32][CH:33]=[CH:34][CH:35]=1)CCC.[F-].[NH4+], predict the reaction product. The product is: [CH2:23]([NH:22][C:19]1[N:20]=[CH:21][C:10]2[C:9](=[O:25])[N:8]([C:6]3[CH:7]=[C:2]([C:31]4[O:32][CH:33]=[CH:34][CH:35]=4)[CH:3]=[N:4][CH:5]=3)[CH2:17][C@H:16]3[N:12]([CH2:13][CH2:14][CH2:15]3)[C:11]=2[N:18]=1)[CH3:24]. (9) Given the reactants CO[C:3]1[CH:4]=[C:5]([NH:9][S:10]([C:13]2[CH:18]=[CH:17][C:16]([N+:19]([O-:21])=[O:20])=[CH:15][CH:14]=2)(=[O:12])=[O:11])[CH:6]=[CH:7][CH:8]=1.[N+](C1C=CC(S(NC2C=CC=CC=2C)(=O)=O)=CC=1)([O-])=O.[CH3:42][O:43]C1C=CC=C(N)C=1, predict the reaction product. The product is: [CH3:42][O:43][C:4]1[CH:3]=[CH:8][CH:7]=[CH:6][C:5]=1[NH:9][S:10]([C:13]1[CH:14]=[CH:15][C:16]([N+:19]([O-:21])=[O:20])=[CH:17][CH:18]=1)(=[O:11])=[O:12]. (10) Given the reactants [O:1]1[CH2:6][CH2:5][C:4](=[CH:7][CH2:8][CH2:9][OH:10])[CH2:3][CH2:2]1, predict the reaction product. The product is: [O:1]1[CH2:6][CH2:5][CH:4]([CH2:7][CH2:8][CH2:9][OH:10])[CH2:3][CH2:2]1.